Dataset: Catalyst prediction with 721,799 reactions and 888 catalyst types from USPTO. Task: Predict which catalyst facilitates the given reaction. (1) Reactant: [F:1][C:2]1[C:10]([C:11]2[CH:12]=[CH:13][C:14]3[O:18][C:17]([C:19]4[CH:24]=[CH:23][C:22]([F:25])=[CH:21][CH:20]=4)=[C:16]([C:26](=[O:29])[NH:27][CH3:28])[C:15]=3[CH:30]=2)=[C:9]([CH3:31])[CH:8]=[CH:7][C:3]=1[C:4](O)=[O:5].[N:32]1[CH:37]=[CH:36][CH:35]=[CH:34][C:33]=1[C:38]1([NH2:41])[CH2:40][CH2:39]1.CN(C(ON1N=NC2C=CC=CC1=2)=[N+](C)C)C.[B-](F)(F)(F)F.CCN(C(C)C)C(C)C. Product: [F:1][C:2]1[C:3]([C:4](=[O:5])[NH:41][C:38]2([C:33]3[CH:34]=[CH:35][CH:36]=[CH:37][N:32]=3)[CH2:40][CH2:39]2)=[CH:7][CH:8]=[C:9]([CH3:31])[C:10]=1[C:11]1[CH:12]=[CH:13][C:14]2[O:18][C:17]([C:19]3[CH:20]=[CH:21][C:22]([F:25])=[CH:23][CH:24]=3)=[C:16]([C:26]([NH:27][CH3:28])=[O:29])[C:15]=2[CH:30]=1. The catalyst class is: 3. (2) Product: [ClH:3].[ClH:1].[C:32]1([CH:42]=[C:11]2[CH2:10][CH2:7][CH2:6][N:28]=[C:12]2[C:13]2[CH:15]=[C:16]3[C:17](=[CH:22][CH:23]=2)[N:18]=[CH:19][CH:20]=[CH:21]3)[C:41]2[C:36](=[CH:37][CH:38]=[CH:39][CH:40]=2)[CH:35]=[CH:34][CH:33]=1. Reactant: [ClH:1].Cl.[Cl:3]C1C=C[C:7]([C:10]2O[C:13]([CH:15]=[C:16]3[CH2:21][CH2:20][CH2:19][N:18]=[C:17]3[C:22]3[CH:23]=NC=CC=3)=[CH:12][CH:11]=2)=[C:6]([N+:28]([O-])=O)C=1.Cl.[C:32]1([CH:42]=O)[C:41]2[C:36](=[CH:37][CH:38]=[CH:39][CH:40]=2)[CH:35]=[CH:34][CH:33]=1. The catalyst class is: 32. (3) Reactant: [CH2:1]([O:8][C:9]1[CH:18]=[C:17]2[C:12]([C:13](Cl)=[N:14][CH:15]=[N:16]2)=[CH:11][C:10]=1[O:20][CH3:21])[C:2]1[CH:7]=[CH:6][CH:5]=[CH:4][CH:3]=1.[F:22][C:23]1[CH:28]=[CH:27][C:26]([NH:29][C:30]([C:32]2([C:35]([NH:37][C:38]3[CH:43]=[CH:42][C:41]([OH:44])=[C:40]([F:45])[CH:39]=3)=[O:36])[CH2:34][CH2:33]2)=[O:31])=[CH:25][CH:24]=1.C(=O)([O-])[O-].[K+].[K+]. Product: [F:22][C:23]1[CH:24]=[CH:25][C:26]([NH:29][C:30]([C:32]2([C:35]([NH:37][C:38]3[CH:43]=[CH:42][C:41]([O:44][C:13]4[C:12]5[C:17](=[CH:18][C:9]([O:8][CH2:1][C:2]6[CH:7]=[CH:6][CH:5]=[CH:4][CH:3]=6)=[C:10]([O:20][CH3:21])[CH:11]=5)[N:16]=[CH:15][N:14]=4)=[C:40]([F:45])[CH:39]=3)=[O:36])[CH2:34][CH2:33]2)=[O:31])=[CH:27][CH:28]=1. The catalyst class is: 44. (4) Reactant: [NH2:1][C@H:2]([C:18]([O:20][CH3:21])=[O:19])[CH2:3][CH2:4][CH2:5][CH2:6][NH:7][C:8]([O:10][CH2:11][C:12]1[CH:17]=[CH:16][CH:15]=[CH:14][CH:13]=1)=[O:9].[NH:22]([C:27]([O:29][C:30]([CH3:33])([CH3:32])[CH3:31])=[O:28])[CH2:23][C:24](O)=[O:25].CN(C(ON1N=NC2C=CC=NC1=2)=[N+](C)C)C.F[P-](F)(F)(F)(F)F.CCN(C(C)C)C(C)C. Product: [CH3:31][C:30]([CH3:33])([CH3:32])[O:29][C:27](=[O:28])[NH:22][CH2:23][C:24](=[O:25])[NH:1][C@H:2]([C:18]([O:20][CH3:21])=[O:19])[CH2:3][CH2:4][CH2:5][CH2:6][NH:7][C:8](=[O:9])[O:10][CH2:11][C:12]1[CH:17]=[CH:16][CH:15]=[CH:14][CH:13]=1. The catalyst class is: 3.